Dataset: Catalyst prediction with 721,799 reactions and 888 catalyst types from USPTO. Task: Predict which catalyst facilitates the given reaction. (1) Reactant: [Br:1][C:2]1[CH:10]=[CH:9][C:5]([C:6](Cl)=[O:7])=[CH:4][CH:3]=1.[CH2:11]([N:18]1[C:23](=[O:24])[C:22]2[CH:25]=[C:26]([Br:28])[S:27][C:21]=2[N:20]=[C:19]1[CH:29]([NH:32][CH2:33][CH2:34][N:35]([CH3:37])[CH3:36])[CH2:30][CH3:31])[C:12]1[CH:17]=[CH:16][CH:15]=[CH:14][CH:13]=1.C(N(CC)C(C)C)(C)C. Product: [CH2:11]([N:18]1[C:23](=[O:24])[C:22]2[CH:25]=[C:26]([Br:28])[S:27][C:21]=2[N:20]=[C:19]1[CH:29]([N:32]([CH2:33][CH2:34][N:35]([CH3:37])[CH3:36])[C:6](=[O:7])[C:5]1[CH:9]=[CH:10][C:2]([Br:1])=[CH:3][CH:4]=1)[CH2:30][CH3:31])[C:12]1[CH:17]=[CH:16][CH:15]=[CH:14][CH:13]=1. The catalyst class is: 4. (2) Reactant: C(O)(C(F)(F)F)=O.[CH:8]([NH:11][C:12]1[N:13]=[CH:14][C:15]2[CH:21]=[C:20]([C:22]3[CH:27]=[CH:26][C:25]([C:28]4[CH:33]=[CH:32][CH:31]=[C:30]([CH3:34])[N:29]=4)=[CH:24][C:23]=3[CH3:35])[C:19](=[O:36])[N:18]([CH2:37][C:38]([N:40]3[CH2:45][CH2:44][N:43](C(OC(C)(C)C)=O)[CH2:42][CH2:41]3)=[O:39])[C:16]=2[N:17]=1)([CH3:10])[CH3:9]. Product: [CH:8]([NH:11][C:12]1[N:13]=[CH:14][C:15]2[CH:21]=[C:20]([C:22]3[CH:27]=[CH:26][C:25]([C:28]4[CH:33]=[CH:32][CH:31]=[C:30]([CH3:34])[N:29]=4)=[CH:24][C:23]=3[CH3:35])[C:19](=[O:36])[N:18]([CH2:37][C:38](=[O:39])[N:40]3[CH2:45][CH2:44][NH:43][CH2:42][CH2:41]3)[C:16]=2[N:17]=1)([CH3:10])[CH3:9]. The catalyst class is: 2.